Task: Predict the product of the given reaction.. Dataset: Forward reaction prediction with 1.9M reactions from USPTO patents (1976-2016) (1) Given the reactants [CH:1]1([C:4](Cl)=[O:5])[CH2:3][CH2:2]1.C(N(C(C)C)CC)(C)C.[C:16]([O:20][C:21](=[O:49])[N:22]([CH2:26][CH2:27][CH2:28][N:29]1[C:33]([NH2:34])=[C:32]([C:35](=[O:37])[NH2:36])[N:31]=[C:30]1[S:38][C:39]1[C:47]([I:48])=[CH:46][C:42]2[O:43][CH2:44][O:45][C:41]=2[CH:40]=1)[CH:23]([CH3:25])[CH3:24])([CH3:19])([CH3:18])[CH3:17], predict the reaction product. The product is: [C:16]([O:20][C:21](=[O:49])[N:22]([CH2:26][CH2:27][CH2:28][N:29]1[C:33]([NH:34][C:4]([CH:1]2[CH2:3][CH2:2]2)=[O:5])=[C:32]([C:35](=[O:37])[NH2:36])[N:31]=[C:30]1[S:38][C:39]1[C:47]([I:48])=[CH:46][C:42]2[O:43][CH2:44][O:45][C:41]=2[CH:40]=1)[CH:23]([CH3:24])[CH3:25])([CH3:18])([CH3:19])[CH3:17]. (2) Given the reactants [N:1]([C@H:4]([C:16]1[CH:17]=[N:18][CH:19]=[C:20]([Br:22])[CH:21]=1)[C@@:5]([C:8]1[CH:13]=[C:12]([F:14])[CH:11]=[CH:10][C:9]=1[F:15])([OH:7])[CH3:6])=[N+:2]=[N-:3].BrC1C=NC=C([C@@H]2[C@](C3C=C(F)C=CC=3F)(C)O2)C=1, predict the reaction product. The product is: [N:1]([C@H:4]([C:16]1[CH:17]=[N:18][CH:19]=[C:20]([Br:22])[CH:21]=1)[C@:5]([C:8]1[CH:13]=[C:12]([F:14])[CH:11]=[CH:10][C:9]=1[F:15])([OH:7])[CH3:6])=[N+:2]=[N-:3]. (3) Given the reactants FC(F)(F)C([N:5]1[CH2:11][CH2:10][C:9]2[CH:12]=[C:13]([O:19][CH3:20])[C:14]([N+:16]([O-:18])=[O:17])=[CH:15][C:8]=2[CH2:7][CH2:6]1)=O.[OH-].[Na+], predict the reaction product. The product is: [CH3:20][O:19][C:13]1[C:14]([N+:16]([O-:18])=[O:17])=[CH:15][C:8]2[CH2:7][CH2:6][NH:5][CH2:11][CH2:10][C:9]=2[CH:12]=1. (4) Given the reactants [Cl:1][C:2]1[C:3]([C:27]2[C:35]3[C:30](=[CH:31][CH:32]=[CH:33][CH:34]=3)[N:29]([CH3:36])[CH:28]=2)=[N:4][C:5]([NH:8][C:9]2[CH:14]=[C:13]([N+:15]([O-])=O)[C:12]([N:18]([CH2:20][CH2:21][N:22]([CH3:24])[CH3:23])[CH3:19])=[CH:11][C:10]=2[O:25][CH3:26])=[N:6][CH:7]=1.[NH4+].[Cl-], predict the reaction product. The product is: [Cl:1][C:2]1[C:3]([C:27]2[C:35]3[C:30](=[CH:31][CH:32]=[CH:33][CH:34]=3)[N:29]([CH3:36])[CH:28]=2)=[N:4][C:5]([NH:8][C:9]2[CH:14]=[C:13]([NH2:15])[C:12]([N:18]([CH2:20][CH2:21][N:22]([CH3:23])[CH3:24])[CH3:19])=[CH:11][C:10]=2[O:25][CH3:26])=[N:6][CH:7]=1. (5) Given the reactants [NH2:1][C:2]1[CH:11]=[CH:10][C:9]2[C:8]3[C:12]4[N:19](C(OC(C)(C)C)=O)[CH2:18][C@@H:17]([CH3:27])[NH:16][C:15](=[O:28])[C:13]=4[S:14][C:7]=3[CH:6]=[CH:5][C:4]=2[N:3]=1.FC(F)(F)C(O)=O, predict the reaction product. The product is: [NH2:1][C:2]1[CH:11]=[CH:10][C:9]2[C:8]3[C:12]4[NH:19][CH2:18][C@@H:17]([CH3:27])[NH:16][C:15](=[O:28])[C:13]=4[S:14][C:7]=3[CH:6]=[CH:5][C:4]=2[N:3]=1.